This data is from Experimentally validated miRNA-target interactions with 360,000+ pairs, plus equal number of negative samples. The task is: Binary Classification. Given a miRNA mature sequence and a target amino acid sequence, predict their likelihood of interaction. (1) The miRNA is rno-miR-7b with sequence UGGAAGACUUGUGAUUUUGUUGU. Result: 0 (no interaction). The protein sequence of the target gene is MCCWPLLLLWGLLPGTAAGGSGRTYPHRTLLDSEGKYWLGWSQRGSQIAFRLQVRTAGYVGFGFSPTGAMASADIVVGGVAHGRPYLQDYFTNANRELKKDAQQDYHLEYAMENSTHTIIEFTRELHTCDINDKSITDSTVRVIWAYHHEDAGEAGPKYHDSNRGTKSLRLLNPEKTSVLSTALPYFDLVNQDVPIPNKDTTYWCQMFKIPVFQEKHHVIKVEPVIQRGHESLVHHILLYQCSNNFNDSVLESGHECYHPNMPDAFLTCETVIFAWAIGGEGFSYPPHVGLSLGTPLDPH.... (2) The miRNA is hsa-miR-338-3p with sequence UCCAGCAUCAGUGAUUUUGUUG. The protein sequence of the target gene is MSLGSELFRDVAIVFSQEEWQWLAPAQRDLYRDVMLETYSNLVSLGLAVSKPDVISFLEQGKEPWMVERVVSGGLCPVLESRYDTKELFPKQHVYEVESPQWEIMESLTSYGLECSSFQDDWECRNQFDRQQGNPDRHFHQMIIRHEEMPTFDQHASLTFYQKIHTREKPFGYNKCRKDFWQKELLINHQGIYTNEKPYKCKECGKAFKYGSRLIQHENIHSGKKPYECKECGKAFNSGSNFIQHQRVHTGEKPYECKDCEKAFSRSSQLIEHQRTHTGEKPYQCKECGKAFNRISHLKV.... Result: 1 (interaction). (3) The miRNA is mmu-miR-29b-3p with sequence UAGCACCAUUUGAAAUCAGUGUU. The protein sequence of the target gene is MARARQEGSSPEPVEGLARDSPRPFPLGRLMPSAVSCSLCEPGLPAAPAAPALLPAAYLCAPTAPPAVTAALGGPRWPGGHRSRPRGPRPDGPQPSLSPAQQHLESPVPSAPEALAGGPTQAAPGVRVEEEEWAREIGAQLRRMADDLNAQYERRRQEEQHRHRPSPWRVMYNLFMGLLPLPRDPGAPEMEPN. Result: 1 (interaction). (4) The miRNA is ssc-miR-221-3p with sequence AGCUACAUUGUCUGCUGGGUUU. The protein sequence of the target gene is MHQPPESTAAAAAAADISARKMAHPAMFPRRGSGGGSASALNAAGTGVSGAAPSSEDFPPPSLLQPPPPAASSTQGPQPPPPQSLNLLSQAQLQGQPLAPGGTQMKKKSGFQITSVTPAQISASISSNNSIAEDTESYDDLDESHTEDLSSSEILDVSLSRATDLGEPERSSSEETLNNFQEAETPGAVSPNQPHLPQPHLPHLPQQNVVINGNAHPHHLHHHHHPHHGHHLHHGHHHSSHAAVAGPSIPGGPPSSPVSRKLSTTGSSDGGVPVAPPPAVPSSGLPASVMTNIRTPSTTG.... Result: 0 (no interaction). (5) The miRNA is hsa-miR-2278 with sequence GAGAGCAGUGUGUGUUGCCUGG. The protein sequence of the target gene is MSSAMLVTCLPDPSSSFREDAPRPPVPGEEGETPPCQPGVGKGQVTKPMSVSSNTRRNEDGLGEPEGRASPDSPLTRWTKSLHSLLGDQDGAYLFRTFLEREKCVDTLDFWFACNGFRQMNLKDTKTLRVAKAIYKRYIENNSIVSKQLKPATKTYIRDGIKKQQIDSIMFDQAQTEIQSVMEENAYQMFLTSDIYLEYVRSGGENTAYMSNGGLGSLKVVCGYLPTLNEEEEWTCADFKCKLSPTVVGLSSKTLRATASVRSTETVDSGYRSFKRSDPVNPYHIGSGYVFAPATSANDS.... Result: 1 (interaction). (6) The miRNA is hsa-miR-548g-5p with sequence UGCAAAAGUAAUUGCAGUUUUUG. The protein sequence of the target gene is MPAPSMDCDVSTLVACVVDVEVFTNQEVKEKFEGLFRTYDDCVTFQLFKSFRRVRINFSNPKSAARARIELHETQFRGKKLKLYFAQVQTPETDGDKLHLAPPQPAKQFLISPPSSPPVGWQPINDATPVLNYDLLYAVAKLGPGEKYELHAGTESTPSVVVHVCDSDIEEEEDPKTSPKPKIIQTRRPGLPPSVSN. Result: 1 (interaction). (7) The miRNA is hsa-miR-6871-5p with sequence CAUGGGAGUUCGGGGUGGUUGC. The protein sequence of the target gene is MRRSKADVERYVASVLGLTPSPRQKSMKGFYFAKLYYEAKEYDLAKKYICTYINVQERDPKAHRFLGLLYELEENTEKAVECYRRSVELNPTQKDLVLKIAELLCKNDVTDGRAKYWVERAAKLFPGSPAIYKLKEQLLDCEGEDGWNKLFDLIQSELYVRPDDVHVNIRLVELYRSTKRLKDAVAHCHEAERNIALRSSLEWNSCVVQTLKEYLESLQCLESDKSDWQATNTDLLLAYANLMLLTLSTRDVQENRELLESFDSALQSAKSSLGGNDELSATFLEMKGHFYMYAGSLLLK.... Result: 0 (no interaction). (8) The miRNA is mmu-miR-215-5p with sequence AUGACCUAUGAUUUGACAGAC. The protein sequence of the target gene is MQPRSERPAGRTQSPEHGSPGPGPEAPPPPPPQPPAPEAERTRPRQARPAAPMEGAVQLLSREGHSVAHNSKRHYHDAFVAMSRMRQRGLLCDIVLHVAAKEIRAHKVVLASCSPYFHAMFTNEMSESRQTHVTLHDIDPQALDQLVQFAYTAEIVVGEGNVQTLLPAASLLQLNGVRDACCKFLLSQLDPSNCLGIRGFADAHSCSDLLKAAHRYVLQHFVDVAKTEEFMLLPLKQVLELVSSDSLNVPSEEEVYRAVLSWVKHDVDARRQHVPRLMKCVRLPLLSRDFLLGHVDAESL.... Result: 0 (no interaction).